Dataset: Reaction yield outcomes from USPTO patents with 853,638 reactions. Task: Predict the reaction yield, written as a fraction of the theoretical maximum amount of product (1.0 means a 100% yield; for example, 0.34 means a 34% yield). The reactants are C1(O[C:8](=[O:22])[NH:9][C:10]2[S:18][C:13]3[CH2:14][O:15][CH2:16][CH2:17][C:12]=3[C:11]=2[C:19](=[O:21])[NH2:20])C=CC=CC=1.[CH:23]1([NH2:28])[CH2:27][CH2:26][CH2:25][CH2:24]1.[OH-].[Na+]. The product is [CH:23]1([NH:28][C:8](=[O:22])[NH:9][C:10]2[S:18][C:13]3[CH2:14][O:15][CH2:16][CH2:17][C:12]=3[C:11]=2[C:19]([NH2:20])=[O:21])[CH2:27][CH2:26][CH2:25][CH2:24]1. The yield is 0.810. The catalyst is C1COCC1.